Dataset: Forward reaction prediction with 1.9M reactions from USPTO patents (1976-2016). Task: Predict the product of the given reaction. (1) Given the reactants [Cl:1][C:2]1[C:3]([F:31])=[C:4]([CH:8]2[C:12]([C:15]3[CH:20]=[CH:19][C:18]([Cl:21])=[CH:17][C:16]=3[F:22])([C:13]#[N:14])[CH:11]([CH2:23][C:24]([CH3:27])([CH3:26])[CH3:25])[NH:10][CH:9]2[C:28](O)=[O:29])[CH:5]=[CH:6][CH:7]=1.CN(C(ON1N=NC2C=CC=NC1=2)=[N+](C)C)C.F[P-](F)(F)(F)(F)F.CCN(C(C)C)C(C)C.[NH2:65][C:66]1[CH:67]=[N:68][C:69]([O:72][CH3:73])=[CH:70][CH:71]=1, predict the reaction product. The product is: [CH3:73][O:72][C:69]1[N:68]=[CH:67][C:66]([NH:65][C:28]([CH:9]2[CH:8]([C:4]3[CH:5]=[CH:6][CH:7]=[C:2]([Cl:1])[C:3]=3[F:31])[C:12]([C:15]3[CH:20]=[CH:19][C:18]([Cl:21])=[CH:17][C:16]=3[F:22])([C:13]#[N:14])[CH:11]([CH2:23][C:24]([CH3:27])([CH3:26])[CH3:25])[NH:10]2)=[O:29])=[CH:71][CH:70]=1. (2) Given the reactants [Br:1][C:2]1[CH:13]=[CH:12][C:5]([C:6]([NH:8][CH:9]2[CH2:11][CH2:10]2)=O)=[C:4]([CH3:14])[CH:3]=1.S(C)C, predict the reaction product. The product is: [Br:1][C:2]1[CH:13]=[CH:12][C:5]([CH2:6][NH:8][CH:9]2[CH2:10][CH2:11]2)=[C:4]([CH3:14])[CH:3]=1.